From a dataset of Full USPTO retrosynthesis dataset with 1.9M reactions from patents (1976-2016). Predict the reactants needed to synthesize the given product. (1) Given the product [CH:14]1[C:26]2[CH:25]([CH2:27][O:28][C:29]([N:31]3[CH2:36][CH2:35][NH:34][CH2:33][CH:32]3[C:44](=[O:45])[NH:11][C:10]3[CH:9]=[CH:8][C:7]([CH:1]4[CH2:2][CH2:3][CH2:4][CH2:5][CH2:6]4)=[CH:13][CH:12]=3)=[O:30])[C:24]3[C:19](=[CH:20][CH:21]=[CH:22][CH:23]=3)[C:18]=2[CH:17]=[CH:16][CH:15]=1, predict the reactants needed to synthesize it. The reactants are: [CH:1]1([C:7]2[CH:13]=[CH:12][C:10]([NH2:11])=[CH:9][CH:8]=2)[CH2:6][CH2:5][CH2:4][CH2:3][CH2:2]1.[CH:14]1[C:26]2[CH:25]([CH2:27][O:28][C:29]([N:31]3[CH2:36][CH2:35][N:34](C(OC(C)(C)C)=O)[CH2:33][CH:32]3[C:44](O)=[O:45])=[O:30])[C:24]3[C:19](=[CH:20][CH:21]=[CH:22][CH:23]=3)[C:18]=2[CH:17]=[CH:16][CH:15]=1. (2) Given the product [CH:19]([C:16]1[N:15]=[C:14]([N:11]2[CH2:12][CH2:13][CH:8]([N:7]3[CH2:2][CH2:3][CH2:4][C:5]3=[O:6])[CH2:9][CH2:10]2)[S:18][N:17]=1)([CH3:21])[CH3:20], predict the reactants needed to synthesize it. The reactants are: Br[CH2:2][CH2:3][CH2:4][C:5]([NH:7][CH:8]1[CH2:13][CH2:12][N:11]([C:14]2[S:18][N:17]=[C:16]([CH:19]([CH3:21])[CH3:20])[N:15]=2)[CH2:10][CH2:9]1)=[O:6].[H-].[Na+]. (3) Given the product [F:1][C:2]1[CH:10]=[CH:9][C:8]2[N:7](/[CH:37]=[CH:38]/[C:39]3[CH:44]=[N:43][C:42]([CH3:45])=[CH:41][CH:40]=3)[C:6]3[CH:11]4[CH2:12][CH2:13][N:14]([CH2:15][C:5]=3[C:4]=2[CH:3]=1)[CH2:16][CH2:17]4, predict the reactants needed to synthesize it. The reactants are: [F:1][C:2]1[CH:10]=[CH:9][C:8]2[NH:7][C:6]3[CH:11]4[CH2:17][CH2:16][N:14]([CH2:15][C:5]=3[C:4]=2[CH:3]=1)[CH2:13][CH2:12]4.C([Li])CCC.C(P(C(C)(C)C)C(C)(C)C)(C)(C)C.Br/[CH:37]=[CH:38]/[C:39]1[CH:40]=[CH:41][C:42]([CH3:45])=[N:43][CH:44]=1. (4) The reactants are: [C:1]([NH:24][CH2:25][CH2:26][NH:27][P:28](=[O:55])([O:48][C:49]1C=CC=CC=1)[O:29][CH2:30][C@@H:31]1[C@@H:35]([N:36]=[N+:37]=[N-:38])[CH2:34][C@@H:33]([N:39]2[CH:44]=[C:43]([CH3:45])[C:42](=[O:46])[NH:41][C:40]2=[O:47])[O:32]1)(=[O:23])[CH2:2][CH2:3]/[CH:4]=[CH:5]\[CH2:6]/[CH:7]=[CH:8]\[CH2:9]/[CH:10]=[CH:11]\[CH2:12]/[CH:13]=[CH:14]\[CH2:15]/[CH:16]=[CH:17]\[CH2:18]/[CH:19]=[CH:20]\CC.NCCNC(=O)CCC/C=C\C/C=C\C/C=C\C/C=C\C/C=C\CC.NCCNC(=O)CCC=CCC=CCC=CCC=CCC=CCC=CCC. Given the product [C:1]([NH:24][CH2:25][CH2:26][NH:27][P:28](=[O:55])([O:48][CH3:49])[O:29][CH2:30][C@@H:31]1[C@@H:35]([N:36]=[N+:37]=[N-:38])[CH2:34][C@@H:33]([N:39]2[CH:44]=[C:43]([CH3:45])[C:42](=[O:46])[NH:41][C:40]2=[O:47])[O:32]1)(=[O:23])[CH2:2][CH2:3][CH2:4]/[CH:5]=[CH:6]\[CH2:7]/[CH:8]=[CH:9]\[CH2:10]/[CH:11]=[CH:12]\[CH2:13]/[CH:14]=[CH:15]\[CH2:16]/[CH:17]=[CH:18]\[CH2:19][CH3:20], predict the reactants needed to synthesize it. (5) Given the product [N:1]([CH3:12])([CH2:2][CH2:3][S:4][CH2:5][CH3:6])[CH2:7][CH2:8][S:9][CH2:10][CH3:11], predict the reactants needed to synthesize it. The reactants are: [NH:1]([CH2:7][CH2:8][S:9][CH2:10][CH3:11])[CH2:2][CH2:3][S:4][CH2:5][CH3:6].[CH:12](O)=O.C=O.[OH-].[Na+]. (6) The reactants are: [F:1][C:2]1[CH:7]=[C:6]([O:8][CH3:9])[C:5]([O:10]C)=[CH:4][C:3]=1[F:12].C[S-].[Na+].O.Cl. Given the product [F:1][C:2]1[C:3]([F:12])=[CH:4][C:5]([OH:10])=[C:6]([O:8][CH3:9])[CH:7]=1, predict the reactants needed to synthesize it. (7) Given the product [NH2:16][CH:13]1[CH2:14][CH2:15][N:10]([CH2:9][CH2:8][N:7]2[C:6]3[CH:24]=[CH:25][CH:26]=[CH:27][C:5]=3[O:4][CH2:3][C:2]2=[O:1])[CH2:11][CH2:12]1, predict the reactants needed to synthesize it. The reactants are: [O:1]=[C:2]1[N:7]([CH2:8][CH2:9][N:10]2[CH2:15][CH2:14][CH:13]([NH:16]C(=O)OC(C)(C)C)[CH2:12][CH2:11]2)[C:6]2[CH:24]=[CH:25][CH:26]=[CH:27][C:5]=2[O:4][CH2:3]1.NC1CCN(CCN2C3C(=CC=C(C#N)C=3)C=CC2=O)CC1.